From a dataset of Forward reaction prediction with 1.9M reactions from USPTO patents (1976-2016). Predict the product of the given reaction. Given the reactants [F:1][C:2]([F:37])([F:36])[C:3]1[CH:4]=[C:5]([CH:29]=[C:30]([C:32]([F:35])([F:34])[F:33])[CH:31]=1)[C:6]([N:8]1[CH2:28][CH2:27][C:11]2([N:15]([C:16]3[CH:21]=[CH:20][CH:19]=[CH:18][CH:17]=3)[CH2:14][N:13]([CH2:22][CH2:23][CH2:24]O)[C:12]2=[O:26])[CH2:10][CH2:9]1)=[O:7].[CH:38]([NH2:41])([CH3:40])[CH3:39], predict the reaction product. The product is: [F:1][C:2]([F:37])([F:36])[C:3]1[CH:4]=[C:5]([CH:29]=[C:30]([C:32]([F:34])([F:35])[F:33])[CH:31]=1)[C:6]([N:8]1[CH2:9][CH2:10][C:11]2([N:15]([C:16]3[CH:21]=[CH:20][CH:19]=[CH:18][CH:17]=3)[CH2:14][N:13]([CH2:22][CH2:23][CH2:24][NH:41][CH:38]([CH3:40])[CH3:39])[C:12]2=[O:26])[CH2:27][CH2:28]1)=[O:7].